This data is from Forward reaction prediction with 1.9M reactions from USPTO patents (1976-2016). The task is: Predict the product of the given reaction. (1) Given the reactants [CH:1]([C@:3]12[CH2:41][CH2:40][C@@H:39]([C:42]([CH3:44])=[CH2:43])[C@@H:4]1[C@@H:5]1[C@@:18]([CH3:21])([CH2:19][CH2:20]2)[C@@:17]2([CH3:22])[C@@H:8]([C@:9]3([CH3:38])[C@@H:14]([CH2:15][CH2:16]2)[C:13]([CH3:24])([CH3:23])[C:12]([C:25]2[CH:37]=[CH:36][C:28]([C:29]([O:31][C:32]([CH3:35])([CH3:34])[CH3:33])=[O:30])=[CH:27][CH:26]=2)=[CH:11][CH2:10]3)[CH2:7][CH2:6]1)=O.Cl.[NH2:46][OH:47].C(=O)([O-])[O-].[K+].[K+], predict the reaction product. The product is: [OH:47]/[N:46]=[CH:1]/[C@:3]12[CH2:41][CH2:40][C@@H:39]([C:42]([CH3:44])=[CH2:43])[C@@H:4]1[C@@H:5]1[C@@:18]([CH3:21])([CH2:19][CH2:20]2)[C@@:17]2([CH3:22])[C@@H:8]([C@:9]3([CH3:38])[C@@H:14]([CH2:15][CH2:16]2)[C:13]([CH3:23])([CH3:24])[C:12]([C:25]2[CH:37]=[CH:36][C:28]([C:29]([O:31][C:32]([CH3:34])([CH3:33])[CH3:35])=[O:30])=[CH:27][CH:26]=2)=[CH:11][CH2:10]3)[CH2:7][CH2:6]1. (2) Given the reactants [CH2:1]([C@@H:8]([C:39](=[O:76])[NH:40][C@@H:41]([CH2:72][CH:73]([CH3:75])[CH3:74])[C:42](=[O:71])[C@@:43]([OH:70])([CH3:69])[CH2:44][O:45][S:46]([C:49]1[C:66]([CH3:67])=[CH:65][C:52]([O:53][CH2:54][C:55]([O:57]CC2C=CC=CC=2)=[O:56])=[CH:51][C:50]=1[CH3:68])(=[O:48])=[O:47])[NH:9][C:10](=[O:38])[C@H:11]([CH2:34][CH:35]([CH3:37])[CH3:36])[NH:12][C:13](=[O:33])[C@H:14]([CH2:25][CH2:26][C:27]1[CH:32]=[CH:31][CH:30]=[CH:29][CH:28]=1)[NH:15][C:16](=[O:24])[CH2:17][N:18]1[CH2:23][CH2:22][O:21][CH2:20][CH2:19]1)[C:2]1[CH:7]=[CH:6][CH:5]=[CH:4][CH:3]=1, predict the reaction product. The product is: [CH2:1]([C@@H:8]([C:39](=[O:76])[NH:40][C@@H:41]([CH2:72][CH:73]([CH3:75])[CH3:74])[C:42](=[O:71])[C:43]([OH:70])([CH3:69])[CH2:44][O:45][S:46]([C:49]1[C:66]([CH3:67])=[CH:65][C:52]([O:53][CH2:54][C:55]([OH:57])=[O:56])=[CH:51][C:50]=1[CH3:68])(=[O:48])=[O:47])[NH:9][C:10](=[O:38])[C@H:11]([CH2:34][CH:35]([CH3:37])[CH3:36])[NH:12][C:13](=[O:33])[C@H:14]([CH2:25][CH2:26][C:27]1[CH:28]=[CH:29][CH:30]=[CH:31][CH:32]=1)[NH:15][C:16](=[O:24])[CH2:17][N:18]1[CH2:23][CH2:22][O:21][CH2:20][CH2:19]1)[C:2]1[CH:3]=[CH:4][CH:5]=[CH:6][CH:7]=1.